This data is from Full USPTO retrosynthesis dataset with 1.9M reactions from patents (1976-2016). The task is: Predict the reactants needed to synthesize the given product. (1) Given the product [Cl:1][C:2]1[C:12]([C:24]2[CH:29]=[CH:28][CH:27]=[CH:26][CH:25]=2)=[CH:11][CH:10]=[C:9]([Si:14]([CH3:17])([CH3:16])[CH3:15])[C:3]=1[C:4]([NH:6][CH2:7][CH3:8])=[O:5], predict the reactants needed to synthesize it. The reactants are: [Cl:1][C:2]1[C:12](I)=[CH:11][CH:10]=[C:9]([Si:14]([CH3:17])([CH3:16])[CH3:15])[C:3]=1[C:4]([NH:6][CH2:7][CH3:8])=[O:5].C(=O)([O-])[O-].[Na+].[Na+].[C:24]1(B(O)O)[CH:29]=[CH:28][CH:27]=[CH:26][CH:25]=1. (2) Given the product [CH2:3]([O:5][C:6](=[O:30])[CH2:7][C:8]1[CH:13]=[CH:12][C:11]([O:14][CH3:15])=[C:10]([C:16]2[C:25]([CH2:26][N:27]([C:43]([CH:40]3[CH2:42][CH2:41]3)=[O:44])[CH2:28][CH3:29])=[CH:24][C:23]3[C:18](=[CH:19][CH:20]=[CH:21][CH:22]=3)[N:17]=2)[CH:9]=1)[CH3:4], predict the reactants needed to synthesize it. The reactants are: Cl.Cl.[CH2:3]([O:5][C:6](=[O:30])[CH2:7][C:8]1[CH:13]=[CH:12][C:11]([O:14][CH3:15])=[C:10]([C:16]2[C:25]([CH2:26][NH:27][CH2:28][CH3:29])=[CH:24][C:23]3[C:18](=[CH:19][CH:20]=[CH:21][CH:22]=3)[N:17]=2)[CH:9]=1)[CH3:4].C(N(C(C)C)CC)(C)C.[CH:40]1([C:43](Cl)=[O:44])[CH2:42][CH2:41]1. (3) Given the product [O:33]=[C:16]1[C@@H:15]([NH:14][C:12](=[O:13])[C@H:11]([N:34]2[CH:38]=[CH:37][C:36]([C:39]3[CH:44]=[CH:43][C:42]([C:45]4[CH:46]=[CH:47][N:48]=[CH:49][CH:50]=4)=[CH:41][CH:40]=3)=[CH:35]2)[CH2:10][C:9]([OH:51])=[O:8])[CH2:31][C:30]2=[CH:32][N:23]([C:24]3[C:29]2=[CH:28][CH:27]=[CH:26][CH:25]=3)[CH2:22][CH2:21][O:20][CH2:19][CH2:18][NH:17]1, predict the reactants needed to synthesize it. The reactants are: C([O:8][C:9](=[O:51])[CH2:10][C@@H:11]([N:34]1[CH:38]=[CH:37][C:36]([C:39]2[CH:44]=[CH:43][C:42]([C:45]3[CH:50]=[CH:49][N:48]=[CH:47][CH:46]=3)=[CH:41][CH:40]=2)=[CH:35]1)[C:12]([NH:14][C@H:15]1[CH2:31][C:30]2=[CH:32][N:23]([C:24]3[C:29]2=[CH:28][CH:27]=[CH:26][CH:25]=3)[CH2:22][CH2:21][O:20][CH2:19][CH2:18][NH:17][C:16]1=[O:33])=[O:13])C1C=CC=CC=1.C(O)=O.CC(O)=O. (4) Given the product [CH3:12][C:13]1([CH3:37])[CH2:22][CH2:21][C:20]2[N:19]=[CH:18][N:17]=[C:16]([N:23]3[CH2:29][C:28]4[CH:30]=[C:31]([C:5]5[CH:6]=[C:7]([N+:8]([O-:10])=[O:9])[C:2]([NH2:1])=[N:3][CH:4]=5)[CH:32]=[CH:33][C:27]=4[O:26][CH2:25][CH2:24]3)[C:15]=2[CH2:14]1, predict the reactants needed to synthesize it. The reactants are: [NH2:1][C:2]1[C:7]([N+:8]([O-:10])=[O:9])=[CH:6][C:5](Br)=[CH:4][N:3]=1.[CH3:12][C:13]1([CH3:37])[CH2:22][CH2:21][C:20]2[N:19]=[CH:18][N:17]=[C:16]([N:23]3[CH2:29][C:28]4[CH:30]=[C:31](B(O)O)[CH:32]=[CH:33][C:27]=4[O:26][CH2:25][CH2:24]3)[C:15]=2[CH2:14]1.C(N(C(C)C)CC)(C)C.O1CCOCC1. (5) The reactants are: [CH3:1][N:2]1[C:10]2[C:5](=[C:6]([N+:11]([O-])=O)[CH:7]=[CH:8][CH:9]=2)[CH:4]=[CH:3]1. Given the product [CH3:1][N:2]1[C:10]2[C:5](=[C:6]([NH2:11])[CH:7]=[CH:8][CH:9]=2)[CH:4]=[CH:3]1, predict the reactants needed to synthesize it. (6) Given the product [Cl:32][C:33]([C:34]#[N:35])=[CH:4][C:6]1[CH:11]=[CH:10][C:9]([N:12]2[CH2:17][CH2:16][N:15]([C:18]([O:20][C:21]([CH3:24])([CH3:23])[CH3:22])=[O:19])[CH2:14][CH2:13]2)=[CH:8][CH:7]=1, predict the reactants needed to synthesize it. The reactants are: O.NN.[CH:4]([C:6]1[CH:11]=[CH:10][C:9]([N:12]2[CH2:17][CH2:16][N:15]([C:18]([O:20][C:21]([CH3:24])([CH3:23])[CH3:22])=[O:19])[CH2:14][CH2:13]2)=[CH:8][CH:7]=1)=O.C(N(CC)CC)C.[Cl:32][C:33](Cl)(Cl)[C:34]#[N:35].Cl.